This data is from hERG potassium channel inhibition data for cardiac toxicity prediction from Karim et al.. The task is: Regression/Classification. Given a drug SMILES string, predict its toxicity properties. Task type varies by dataset: regression for continuous values (e.g., LD50, hERG inhibition percentage) or binary classification for toxic/non-toxic outcomes (e.g., AMES mutagenicity, cardiotoxicity, hepatotoxicity). Dataset: herg_karim. (1) The drug is Nc1nnc(-c2ccc(C3(c4ccc(OCc5ccccn5)cc4)CCCO3)cn2)o1. The result is 0 (non-blocker). (2) The molecule is COc1cc2nc(/C=C/c3cccnc3)nc(N3CCC(CCNS(N)(=O)=O)CC3)c2cc1OC. The result is 1 (blocker).